From a dataset of Forward reaction prediction with 1.9M reactions from USPTO patents (1976-2016). Predict the product of the given reaction. (1) Given the reactants O=[C:2]1[CH2:7][N:6]([C:8]([O:10][CH2:11][C:12]2[CH:17]=[CH:16][CH:15]=[CH:14][CH:13]=2)=[O:9])[C@H:5]([C:18]([O:20][CH2:21][C:22]2[CH:27]=[CH:26][CH:25]=[CH:24][CH:23]=2)=[O:19])[C@@H:4]([C:28]([O:30][C:31]([CH3:34])([CH3:33])[CH3:32])=[O:29])[CH2:3]1.[CH:35]1C=CC(P(C2C=CC=CC=2)C2C=CC=CC=2)=CC=1, predict the reaction product. The product is: [CH2:35]=[C:2]1[CH2:7][N:6]([C:8]([O:10][CH2:11][C:12]2[CH:17]=[CH:16][CH:15]=[CH:14][CH:13]=2)=[O:9])[C@H:5]([C:18]([O:20][CH2:21][C:22]2[CH:23]=[CH:24][CH:25]=[CH:26][CH:27]=2)=[O:19])[C@@H:4]([C:28]([O:30][C:31]([CH3:33])([CH3:34])[CH3:32])=[O:29])[CH2:3]1. (2) Given the reactants [CH:1]1([N:6]2[C:15]3[N:14]=[C:13]([C:16]4[CH:21]=[CH:20][N:19]=[C:18]([OH:22])[CH:17]=4)[N:12]=[CH:11][C:10]=3[N:9]3[CH:23]=[N:24][N:25]=[C:8]3[C@H:7]2[CH2:26][CH3:27])[CH2:5][CH2:4][CH2:3][CH2:2]1.[CH2:28]1CCN2C(=NCCC2)CC1.P(OC)(OC)(OC)=O, predict the reaction product. The product is: [CH:1]1([N:6]2[C:15]3[N:14]=[C:13]([C:16]4[CH:21]=[CH:20][N:19]([CH3:28])[C:18](=[O:22])[CH:17]=4)[N:12]=[CH:11][C:10]=3[N:9]3[CH:23]=[N:24][N:25]=[C:8]3[C@H:7]2[CH2:26][CH3:27])[CH2:2][CH2:3][CH2:4][CH2:5]1. (3) Given the reactants [C:1]([C:3]1[CH:8]=[CH:7][C:6]([CH:9]2[CH2:14][CH2:13][N:12]([C:15]([C:17]3[CH:18]=[CH:19][C:20]([CH3:33])=[C:21]([NH:23][S:24]([CH:27]4[CH2:32][CH2:31][NH:30][CH2:29][CH2:28]4)(=[O:26])=[O:25])[CH:22]=3)=[O:16])[CH2:11][CH2:10]2)=[CH:5][CH:4]=1)#[N:2].[C:34](Cl)(=[O:36])[CH3:35], predict the reaction product. The product is: [C:34]([N:30]1[CH2:29][CH2:28][CH:27]([S:24]([NH:23][C:21]2[CH:22]=[C:17]([C:15]([N:12]3[CH2:13][CH2:14][CH:9]([C:6]4[CH:5]=[CH:4][C:3]([C:1]#[N:2])=[CH:8][CH:7]=4)[CH2:10][CH2:11]3)=[O:16])[CH:18]=[CH:19][C:20]=2[CH3:33])(=[O:26])=[O:25])[CH2:32][CH2:31]1)(=[O:36])[CH3:35]. (4) The product is: [Br:1][C:2]1[CH:7]=[CH:6][C:5]([C@@H:8]([C:19]2[CH:24]=[CH:23][CH:22]=[CH:21][C:20]=2[CH3:25])[CH2:9][C:10]([C:12]2[C:13](=[O:18])[N:14]([CH3:28])[N:15]=[CH:16][CH:17]=2)=[O:11])=[CH:4][CH:3]=1. Given the reactants [Br:1][C:2]1[CH:7]=[CH:6][C:5]([C@@H:8]([C:19]2[CH:24]=[CH:23][CH:22]=[CH:21][C:20]=2[CH3:25])[CH2:9][C:10]([C:12]2[C:13](=[O:18])[NH:14][N:15]=[CH:16][CH:17]=2)=[O:11])=[CH:4][CH:3]=1.IC.[C:28](=O)([O-])[O-].[K+].[K+], predict the reaction product. (5) Given the reactants [H-].[Na+].[Br:3][C:4]1[C:9]([OH:10])=[CH:8][CH:7]=[CH:6][N:5]=1.[Br:11][C:12](Br)([F:14])[F:13], predict the reaction product. The product is: [Br:3][C:4]1[C:9]([O:10][C:12]([Br:11])([F:14])[F:13])=[CH:8][CH:7]=[CH:6][N:5]=1. (6) Given the reactants [CH:1]([S:14][CH2:15][CH2:16][N:17]1[CH2:22][CH2:21][N:20]([CH2:23][CH2:24][CH2:25]C2C=CC=CC=2)[CH2:19][CH2:18]1)([C:8]1[CH:13]=[CH:12][CH:11]=[CH:10][CH:9]=1)[C:2]1[CH:7]=[CH:6][CH:5]=[CH:4][CH:3]=1.C(SCCBr)(C1C=CC=CC=1)C1C=CC=CC=1.N1(CC([OH:58])C)CCNCC1, predict the reaction product. The product is: [CH:1]([S:14][CH2:15][CH2:16][N:17]1[CH2:22][CH2:21][N:20]([CH2:23][CH:24]([OH:58])[CH3:25])[CH2:19][CH2:18]1)([C:8]1[CH:13]=[CH:12][CH:11]=[CH:10][CH:9]=1)[C:2]1[CH:7]=[CH:6][CH:5]=[CH:4][CH:3]=1.